Dataset: Catalyst prediction with 721,799 reactions and 888 catalyst types from USPTO. Task: Predict which catalyst facilitates the given reaction. (1) Reactant: CC1(C)[O:6][C@@H:5]2[C@@H:7]([CH2:23][N:24]([CH:50]([CH3:52])[CH3:51])[CH2:25][CH2:26][CH2:27][CH2:28][C:29]3[N:33](COCC[Si](C)(C)C)[C:32]4[CH:42]=[C:43]([C:46]([F:49])([F:48])[F:47])[CH:44]=[CH:45][C:31]=4[N:30]=3)[CH2:8][C@@H:9]([N:10]3[C:14]4[N:15]=[CH:16][N:17]=[C:18]([NH:19][CH:20]5[CH2:22][CH2:21]5)[C:13]=4[CH:12]=[CH:11]3)[C@@H:4]2[O:3]1.[ClH:54]. Product: [ClH:54].[ClH:54].[ClH:54].[CH:20]1([NH:19][C:18]2[C:13]3[CH:12]=[CH:11][N:10]([C@@H:9]4[CH2:8][C@H:7]([CH2:23][N:24]([CH:50]([CH3:51])[CH3:52])[CH2:25][CH2:26][CH2:27][CH2:28][C:29]5[NH:33][C:32]6[CH:42]=[C:43]([C:46]([F:49])([F:48])[F:47])[CH:44]=[CH:45][C:31]=6[N:30]=5)[C@@H:5]([OH:6])[C@H:4]4[OH:3])[C:14]=3[N:15]=[CH:16][N:17]=2)[CH2:21][CH2:22]1. The catalyst class is: 5. (2) Reactant: [C:1](=O)([O-])[O-].[K+].[K+].CI.[CH3:9][O:10][C:11]1[C:12]([CH3:38])=[C:13]([C:20]([C:22]2[CH:23]=[C:24]3[C:29](=[CH:30][CH:31]=2)[NH:28][CH:27]=[C:26]([C:32]([O:34][CH2:35][CH3:36])=[O:33])[C:25]3=[O:37])=[O:21])[N:14]2[C:19]=1[CH:18]=[CH:17][CH:16]=[CH:15]2. Product: [CH3:9][O:10][C:11]1[C:12]([CH3:38])=[C:13]([C:20]([C:22]2[CH:23]=[C:24]3[C:29](=[CH:30][CH:31]=2)[N:28]([CH3:1])[CH:27]=[C:26]([C:32]([O:34][CH2:35][CH3:36])=[O:33])[C:25]3=[O:37])=[O:21])[N:14]2[C:19]=1[CH:18]=[CH:17][CH:16]=[CH:15]2. The catalyst class is: 3.